Dataset: Catalyst prediction with 721,799 reactions and 888 catalyst types from USPTO. Task: Predict which catalyst facilitates the given reaction. (1) Reactant: [CH:1]1([CH2:6][CH:7]([C:11]2[CH:16]=[CH:15][C:14]([C:17]#[C:18][CH2:19][N:20]([CH3:22])[CH3:21])=[CH:13][CH:12]=2)[C:8]([OH:10])=O)[CH2:5][CH2:4][CH2:3][CH2:2]1.F[P-](F)(F)(F)(F)F.N1(O[P+](N(C)C)(N(C)C)N(C)C)C2C=CC=CC=2N=N1.C(N(CC)CC)C.[NH2:57][C:58]1[S:59][CH:60]=[CH:61][N:62]=1. Product: [CH:1]1([CH2:6][CH:7]([C:11]2[CH:16]=[CH:15][C:14]([C:17]#[C:18][CH2:19][N:20]([CH3:22])[CH3:21])=[CH:13][CH:12]=2)[C:8]([NH:57][C:58]2[S:59][CH:60]=[CH:61][N:62]=2)=[O:10])[CH2:2][CH2:3][CH2:4][CH2:5]1. The catalyst class is: 2. (2) Product: [O:16]=[C:7]1[C:8]([C:12]([F:15])([F:14])[F:13])=[CH:9][CH:10]=[CH:11][N:6]1[CH2:5][C:4]([NH:19][NH2:20])=[O:3]. The catalyst class is: 8. Reactant: C([O:3][C:4](=O)[CH2:5][N:6]1[CH:11]=[CH:10][CH:9]=[C:8]([C:12]([F:15])([F:14])[F:13])[C:7]1=[O:16])C.O.[NH2:19][NH2:20]. (3) Reactant: [F:1][C:2]([F:34])([F:33])[C:3]([N:5]([CH2:15][C:16]1([C:29]([O:31][CH3:32])=[O:30])[CH2:21][CH2:20][N:19](C(OC(C)(C)C)=O)[CH2:18][CH2:17]1)[C@@H:6]1[CH2:8][C@H:7]1[C:9]1[CH:14]=[CH:13][CH:12]=[CH:11][CH:10]=1)=[O:4].C(O)(C(F)(F)F)=O. Product: [F:34][C:2]([F:1])([F:33])[C:3]([N:5]([CH2:15][C:16]1([C:29]([O:31][CH3:32])=[O:30])[CH2:21][CH2:20][NH:19][CH2:18][CH2:17]1)[C@@H:6]1[CH2:8][C@H:7]1[C:9]1[CH:14]=[CH:13][CH:12]=[CH:11][CH:10]=1)=[O:4]. The catalyst class is: 4. (4) Reactant: C(O[C:6]([N:8](C)[CH2:9][C@H:10]([C:25]1[CH:34]=[CH:33][C:32]2[C:27](=[CH:28][CH:29]=[CH:30][CH:31]=2)[CH:26]=1)[C@@H:11]([C:19]1[CH:24]=[CH:23][CH:22]=[CH:21][CH:20]=1)[O:12][CH2:13][C:14](OCC)=[O:15])=O)(C)(C)C.[CH:36]1([NH2:39])[CH2:38][CH2:37]1.FC(F)(F)C(O)=O.C(=O)(O)[O-].[Na+].Cl. Product: [CH:36]1([NH:39][C:14](=[O:15])[CH2:13][O:12][C@H:11]([C:19]2[CH:24]=[CH:23][CH:22]=[CH:21][CH:20]=2)[C@@H:10]([C:25]2[CH:34]=[CH:33][C:32]3[C:27](=[CH:28][CH:29]=[CH:30][CH:31]=3)[CH:26]=2)[CH2:9][NH:8][CH3:6])[CH2:38][CH2:37]1. The catalyst class is: 4. (5) Reactant: [CH:1]1([C:4]2[N:5](S(N(C)C)(=O)=O)[CH:6]=[CH:7][N:8]=2)[CH2:3][CH2:2]1.C([Li])CCC.CN([CH:23]=[O:24])C.Cl.C(=O)(O)[O-].[Na+]. Product: [CH:1]1([C:4]2[NH:5][CH:6]=[C:7]([CH:23]=[O:24])[N:8]=2)[CH2:3][CH2:2]1. The catalyst class is: 7. (6) Reactant: [Br:1][C:2]1[CH:3]=[C:4]2[C:10]([NH2:11])=[N:9][NH:8][C:5]2=[N:6][CH:7]=1.[H-].[Na+].[CH3:14][O:15][C:16]1[CH:23]=[CH:22][C:19]([CH2:20]Cl)=[CH:18][CH:17]=1.O. Product: [Br:1][C:2]1[CH:3]=[C:4]2[C:10]([NH2:11])=[N:9][N:8]([CH2:20][C:19]3[CH:22]=[CH:23][C:16]([O:15][CH3:14])=[CH:17][CH:18]=3)[C:5]2=[N:6][CH:7]=1. The catalyst class is: 3. (7) Product: [F:14][C:13]([F:16])([F:15])[C:12]1[CH:7]=[N:8][CH:9]=[CH:10][CH:11]=1. Reactant: N1C=CC=N1.Cl[C:7]1[C:12]([C:13]([F:16])([F:15])[F:14])=[CH:11][CH:10]=[CH:9][N:8]=1.C([O-])([O-])=O.[K+].[K+].O. The catalyst class is: 37. (8) Reactant: [C:1]([O:5][C:6](=[O:34])[N:7]([C:16]1[S:17][C@:18]2([CH2:32][F:33])[C@H:20]([C@:21]([C:24]3[C:25](F)=[N:26][CH:27]=[C:28]([Br:30])[CH:29]=3)([CH3:23])[N:22]=1)[CH2:19]2)[CH2:8][O:9][CH2:10][CH2:11][Si:12]([CH3:15])([CH3:14])[CH3:13])([CH3:4])([CH3:3])[CH3:2].[CH3:35][O-:36].[Na+]. Product: [C:1]([O:5][C:6](=[O:34])[N:7]([C:16]1[S:17][C@:18]2([CH2:32][F:33])[C@H:20]([C@:21]([C:24]3[C:25]([O:36][CH3:35])=[N:26][CH:27]=[C:28]([Br:30])[CH:29]=3)([CH3:23])[N:22]=1)[CH2:19]2)[CH2:8][O:9][CH2:10][CH2:11][Si:12]([CH3:15])([CH3:14])[CH3:13])([CH3:2])([CH3:3])[CH3:4]. The catalyst class is: 18. (9) Product: [CH3:1][S:2]([N:5]([C:10]1[CH:19]=[CH:18][CH:17]=[C:16]2[C:11]=1[CH:12]=[CH:13][C:14]([S:25]([O-:28])(=[O:26])=[O:27])=[C:15]2[O:20][S:21]([CH3:24])(=[O:22])=[O:23])[S:6]([CH3:9])(=[O:8])=[O:7])(=[O:3])=[O:4].[Na+:30]. Reactant: [CH3:1][S:2]([N:5]([C:10]1[CH:19]=[CH:18][CH:17]=[C:16]2[C:11]=1[CH:12]=[CH:13][C:14]([S:25]([O-:28])(=[O:27])=[O:26])=[C:15]2[O:20][S:21]([CH3:24])(=[O:23])=[O:22])[S:6]([CH3:9])(=[O:8])=[O:7])(=[O:4])=[O:3].[OH-].[Na+:30].CS(Cl)(=O)=O. The catalyst class is: 6. (10) Reactant: [CH2:1]([O:8][C:9]1[CH:10]=[C:11]2[C:15](=[CH:16][CH:17]=1)[NH:14][CH:13]=[CH:12]2)[C:2]1[CH:7]=[CH:6][CH:5]=[CH:4][CH:3]=1.[H-].[Na+].[CH3:20][C:21]1[O:25][C:24]([C:26]2[CH:31]=[CH:30][CH:29]=[CH:28][CH:27]=2)=[N:23][C:22]=1[CH2:32][CH2:33]OS(C1C=CC(C)=CC=1)(=O)=O. Product: [CH2:1]([O:8][C:9]1[CH:10]=[C:11]2[C:15](=[CH:16][CH:17]=1)[N:14]([CH2:33][CH2:32][C:22]1[N:23]=[C:24]([C:26]3[CH:31]=[CH:30][CH:29]=[CH:28][CH:27]=3)[O:25][C:21]=1[CH3:20])[CH:13]=[CH:12]2)[C:2]1[CH:3]=[CH:4][CH:5]=[CH:6][CH:7]=1. The catalyst class is: 35.